Dataset: Full USPTO retrosynthesis dataset with 1.9M reactions from patents (1976-2016). Task: Predict the reactants needed to synthesize the given product. Given the product [CH3:1][N+:2]([CH2:9][CH2:10][CH2:11][CH2:12][CH2:13][CH2:14][CH2:15][CH2:16][CH2:17][CH2:18][CH2:19][CH3:20])([CH2:3][CH2:4][S:5]([O-:8])(=[O:7])=[O:6])[CH3:23], predict the reactants needed to synthesize it. The reactants are: [CH3:1][NH+:2]([CH2:9][CH2:10][CH2:11][CH2:12][CH2:13][CH2:14][CH2:15][CH2:16][CH2:17][CH2:18][CH2:19][CH3:20])[CH2:3][CH2:4][S:5]([O-:8])(=[O:7])=[O:6].CI.[C:23](=O)([O-])[O-].[K+].[K+].